From a dataset of Full USPTO retrosynthesis dataset with 1.9M reactions from patents (1976-2016). Predict the reactants needed to synthesize the given product. (1) Given the product [C:10]([C:8]1[CH:7]=[CH:6][C:5]([O:16][CH:17]([CH3:19])[CH3:18])=[C:4]([CH:9]=1)[C:3]([OH:20])=[O:2])#[CH:11], predict the reactants needed to synthesize it. The reactants are: C[O:2][C:3](=[O:20])[C:4]1[CH:9]=[C:8]([C:10]#[C:11][Si](C)(C)C)[CH:7]=[CH:6][C:5]=1[O:16][CH:17]([CH3:19])[CH3:18]. (2) The reactants are: Br[CH2:2][C:3]1[CH:24]=[CH:23][C:6]([C:7]([NH:9][C:10]2[CH:15]=[CH:14][C:13]([Cl:16])=[C:12]([C:17]3[CH:22]=[CH:21][CH:20]=[CH:19][N:18]=3)[CH:11]=2)=[O:8])=[CH:5][CH:4]=1.[CH3:25][C:26]1[CH:30]=[C:29]([CH3:31])[NH:28][N:27]=1. Given the product [Cl:16][C:13]1[CH:14]=[CH:15][C:10]([NH:9][C:7](=[O:8])[C:6]2[CH:23]=[CH:24][C:3]([CH2:2][N:27]3[C:26]([CH3:25])=[CH:30][C:29]([CH3:31])=[N:28]3)=[CH:4][CH:5]=2)=[CH:11][C:12]=1[C:17]1[CH:22]=[CH:21][CH:20]=[CH:19][N:18]=1, predict the reactants needed to synthesize it. (3) Given the product [CH3:9][CH2:8][O:10][C:2]([CH3:4])([CH3:3])[CH3:1].[CH3:5][CH2:6][CH3:7], predict the reactants needed to synthesize it. The reactants are: [CH2:1]=[C:2]([CH3:4])[CH3:3].[CH3:5][CH2:6][CH3:7].[CH2:8]([OH:10])[CH3:9]. (4) Given the product [OH:1][C:2]1[CH:16]=[CH:15][C:5]([C:6]([C:8]2[CH:13]=[CH:12][C:11]([O:14][CH:18]([CH3:20])[CH3:19])=[CH:10][CH:9]=2)=[O:7])=[CH:4][CH:3]=1, predict the reactants needed to synthesize it. The reactants are: [OH:1][C:2]1[CH:16]=[CH:15][C:5]([C:6]([C:8]2[CH:13]=[CH:12][C:11]([OH:14])=[CH:10][CH:9]=2)=[O:7])=[CH:4][CH:3]=1.I[CH:18]([CH3:20])[CH3:19].[OH-].[K+]. (5) Given the product [CH:11]([O:9][C:5]1[CH:4]=[C:3]([CH2:2][OH:1])[CH:8]=[CH:7][CH:6]=1)([CH3:13])[CH3:12], predict the reactants needed to synthesize it. The reactants are: [OH:1][CH2:2][C:3]1[CH:4]=[C:5]([OH:9])[CH:6]=[CH:7][CH:8]=1.I[CH:11]([CH3:13])[CH3:12].C([O-])([O-])=O.[K+].[K+].C1OCCOCCOCCOCCOCCOC1.